Dataset: Reaction yield outcomes from USPTO patents with 853,638 reactions. Task: Predict the reaction yield, written as a fraction of the theoretical maximum amount of product (1.0 means a 100% yield; for example, 0.34 means a 34% yield). (1) The reactants are [Cl:1][C:2]1[CH:7]=[CH:6][C:5]([C:8]([C:10]2[CH:11]=[N:12][C:13](Cl)=[CH:14][CH:15]=2)=[O:9])=[CH:4][CH:3]=1.CN.C[CH2:20][N:21](CC)CC. The catalyst is CCO. The product is [Cl:1][C:2]1[CH:7]=[CH:6][C:5]([C:8]([C:10]2[CH:11]=[N:12][C:13]([NH:21][CH3:20])=[CH:14][CH:15]=2)=[O:9])=[CH:4][CH:3]=1. The yield is 0.550. (2) The reactants are [NH2:1][C:2]1[C:7]2=[C:8](Br)[CH:9]=[C:10]([CH:11]3[CH2:16][CH2:15][N:14]([C:17]([O:19][C:20]([CH3:23])([CH3:22])[CH3:21])=[O:18])[CH2:13][CH2:12]3)[N:6]2[N:5]=[CH:4][N:3]=1.[CH2:25]([N:32]1[CH:40]=[C:39]2[C:34]([CH:35]=[C:36](B3OC(C)(C)C(C)(C)O3)[C:37]([F:41])=[CH:38]2)=[N:33]1)[C:26]1[CH:31]=[CH:30][CH:29]=[CH:28][CH:27]=1. No catalyst specified. The product is [C:20]([O:19][C:17]([N:14]1[CH2:15][CH2:16][CH:11]([C:10]2[N:6]3[C:7]([C:2]([NH2:1])=[N:3][CH:4]=[N:5]3)=[C:8]([C:36]3[C:37]([F:41])=[CH:38][C:39]4[C:34]([CH:35]=3)=[N:33][N:32]([CH2:25][C:26]3[CH:31]=[CH:30][CH:29]=[CH:28][CH:27]=3)[CH:40]=4)[CH:9]=2)[CH2:12][CH2:13]1)=[O:18])([CH3:23])([CH3:22])[CH3:21]. The yield is 0.680.